From a dataset of Reaction yield outcomes from USPTO patents with 853,638 reactions. Predict the reaction yield, written as a fraction of the theoretical maximum amount of product (1.0 means a 100% yield; for example, 0.34 means a 34% yield). (1) The reactants are C([O-])([O-])=O.[K+].[K+].[CH3:7][NH:8][CH2:9][C:10]1[CH:15]=[CH:14][CH:13]=[CH:12][CH:11]=1.Br[CH2:17][CH2:18][CH:19]1[CH2:21][O:20]1. The catalyst is CC(C)=O. The product is [CH2:9]([N:8]([CH3:7])[CH2:17][CH2:18][CH:19]1[CH2:21][O:20]1)[C:10]1[CH:15]=[CH:14][CH:13]=[CH:12][CH:11]=1. The yield is 0.690. (2) The reactants are Cl[C:2]1[N:10]=[C:9]2[C:5]([N:6]=[CH:7][N:8]2[CH3:11])=[C:4]([NH:12][C:13]2[CH:18]=[CH:17][C:16]([Cl:19])=[CH:15][CH:14]=2)[N:3]=1.O.[NH2:21][NH2:22].O. The catalyst is O1CCCC1. The product is [Cl:19][C:16]1[CH:17]=[CH:18][C:13]([NH:12][C:4]2[N:3]=[C:2]([NH:21][NH2:22])[N:10]=[C:9]3[C:5]=2[N:6]=[CH:7][N:8]3[CH3:11])=[CH:14][CH:15]=1. The yield is 0.900. (3) The reactants are [CH:1]1(Br)[CH2:3][CH2:2]1.[Mg].II.[F:8][C:9]1[CH:22]=[C:21]([O:23][CH3:24])[CH:20]=[C:19](F)[C:10]=1[C:11]([NH:13][C:14]([CH3:18])([CH3:17])[CH2:15][OH:16])=O. The catalyst is O1CCCC1. The product is [CH:1]1([C:19]2[CH:20]=[C:21]([O:23][CH3:24])[CH:22]=[C:9]([F:8])[C:10]=2[C:11]2[O:16][CH2:15][C:14]([CH3:18])([CH3:17])[N:13]=2)[CH2:3][CH2:2]1. The yield is 0.980. (4) The reactants are Cl[C:2]1[N:7]=[C:6]([C:8]2[N:12]3[CH:13]=[CH:14][C:15]([C:17]([F:20])([F:19])[F:18])=[CH:16][C:11]3=[N:10][C:9]=2[C:21]2[CH:22]=[C:23]([CH:35]=[CH:36][CH:37]=2)[C:24]([NH:26][C:27]2[C:32]([F:33])=[CH:31][CH:30]=[CH:29][C:28]=2[F:34])=[O:25])[CH:5]=[CH:4][N:3]=1.[N:38]1([CH:44]2[CH2:49][CH2:48][N:47]([C:50]3[CH:56]=[CH:55][C:53]([NH2:54])=[C:52]([O:57][CH3:58])[CH:51]=3)[CH2:46][CH2:45]2)[CH2:43][CH2:42][CH2:41][CH2:40][CH2:39]1.O.C1(C)C=CC(S(O)(=O)=O)=CC=1.C[O-].[Na+]. The catalyst is FC(F)(F)CO.CO.C(Cl)Cl.CCCCCC. The product is [N:38]1([CH:44]2[CH2:49][CH2:48][N:47]([C:50]3[CH:56]=[CH:55][C:53]([NH:54][C:2]4[N:7]=[C:6]([C:8]5[N:12]6[CH:13]=[CH:14][C:15]([C:17]([F:19])([F:20])[F:18])=[CH:16][C:11]6=[N:10][C:9]=5[C:21]5[CH:22]=[C:23]([CH:35]=[CH:36][CH:37]=5)[C:24]([NH:26][C:27]5[C:28]([F:34])=[CH:29][CH:30]=[CH:31][C:32]=5[F:33])=[O:25])[CH:5]=[CH:4][N:3]=4)=[C:52]([O:57][CH3:58])[CH:51]=3)[CH2:46][CH2:45]2)[CH2:43][CH2:42][CH2:41][CH2:40][CH2:39]1. The yield is 0.650.